This data is from Full USPTO retrosynthesis dataset with 1.9M reactions from patents (1976-2016). The task is: Predict the reactants needed to synthesize the given product. Given the product [CH3:26][C:27]1[CH:28]=[C:29]([NH:33][C:34]([N:2]2[CH2:7][CH2:6][C:5](=[CH:8][C:9]3[CH:25]=[CH:24][CH:23]=[C:11]([O:12][C:13]4[CH:18]=[CH:17][C:16]([C:19]([F:22])([F:20])[F:21])=[CH:15][N:14]=4)[CH:10]=3)[CH2:4][CH2:3]2)=[O:35])[CH:30]=[N:31][CH:32]=1, predict the reactants needed to synthesize it. The reactants are: Cl.[NH:2]1[CH2:7][CH2:6][C:5](=[CH:8][C:9]2[CH:10]=[C:11]([CH:23]=[CH:24][CH:25]=2)[O:12][C:13]2[CH:18]=[CH:17][C:16]([C:19]([F:22])([F:21])[F:20])=[CH:15][N:14]=2)[CH2:4][CH2:3]1.[CH3:26][C:27]1[CH:28]=[C:29]([NH:33][C:34](=O)[O:35]C2C=CC=CC=2)[CH:30]=[N:31][CH:32]=1.NC1C=NC=C(C)C=1.C(N(C(C)C)CC)(C)C.